Predict the reactants needed to synthesize the given product. From a dataset of Full USPTO retrosynthesis dataset with 1.9M reactions from patents (1976-2016). (1) Given the product [CH2:18]([N:14]1[C:13]2[CH:12]=[CH:11][CH:10]=[CH:9][C:8]=2[C:7]2[C:15]1=[CH:3][CH:4]=[CH:5][CH:6]=2)[CH:17]=[CH2:16], predict the reactants needed to synthesize it. The reactants are: [H-].[Na+].[CH:3]1[C:15]2[NH:14][C:13]3[C:8](=[CH:9][CH:10]=[CH:11][CH:12]=3)[C:7]=2[CH:6]=[CH:5][CH:4]=1.[CH2:16](Br)[CH:17]=[CH2:18]. (2) Given the product [Cl:1][C:2]1[CH:22]=[C:21]([Cl:23])[CH:20]=[CH:19][C:3]=1[CH2:4][NH:5][C:6]([C:8]1[C:9]([O:16][CH2:17][CH3:18])=[N:10][N:11]([CH2:13][CH2:14][O:15][C:25]2[CH:30]=[CH:29][CH:28]=[CH:27][C:26]=2[CH2:31][C:32]([OH:34])=[O:33])[CH:12]=1)=[O:7], predict the reactants needed to synthesize it. The reactants are: [Cl:1][C:2]1[CH:22]=[C:21]([Cl:23])[CH:20]=[CH:19][C:3]=1[CH2:4][NH:5][C:6]([C:8]1[C:9]([O:16][CH2:17][CH3:18])=[N:10][N:11]([CH2:13][CH2:14][OH:15])[CH:12]=1)=[O:7].O[C:25]1[CH:30]=[CH:29][CH:28]=[CH:27][C:26]=1[CH2:31][C:32]([O:34]C)=[O:33].C(P(CCCC)CCCC)CCC.N(C(N1CCCCC1)=O)=NC(N1CCCCC1)=O. (3) The reactants are: [C:1]([O:5][C:6](=[O:40])[NH:7][C:8]1([C:12]2[CH:17]=[CH:16][C:15]([C:18]3[C:27](=[O:28])[C:26]4[C:21](=[CH:22][C:23](C5NN=CC=5)=[CH:24][CH:25]=4)[O:20][C:19]=3[C:34]3[CH:39]=[CH:38][CH:37]=[CH:36][CH:35]=3)=[CH:14][CH:13]=2)[CH2:11][CH2:10][CH2:9]1)([CH3:4])([CH3:3])[CH3:2].C(OC(=O)NC1(C2C=CC(C3C(=O)C4C(=C(Br)C=CC=4)OC=3C3C=CC=CC=3)=CC=2)CCC1)(C)(C)C.[CH3:77][C:78]1[C:82](B(O)O)=[C:81]([CH3:86])[O:80][N:79]=1. Given the product [C:1]([O:5][C:6](=[O:40])[NH:7][C:8]1([C:12]2[CH:13]=[CH:14][C:15]([C:18]3[C:27](=[O:28])[C:26]4[C:21](=[C:22]([C:82]5[C:78]([CH3:77])=[N:79][O:80][C:81]=5[CH3:86])[CH:23]=[CH:24][CH:25]=4)[O:20][C:19]=3[C:34]3[CH:39]=[CH:38][CH:37]=[CH:36][CH:35]=3)=[CH:16][CH:17]=2)[CH2:11][CH2:10][CH2:9]1)([CH3:3])([CH3:2])[CH3:4], predict the reactants needed to synthesize it.